The task is: Regression/Classification. Given a drug SMILES string, predict its absorption, distribution, metabolism, or excretion properties. Task type varies by dataset: regression for continuous measurements (e.g., permeability, clearance, half-life) or binary classification for categorical outcomes (e.g., BBB penetration, CYP inhibition). Dataset: cyp2d6_veith.. This data is from CYP2D6 inhibition data for predicting drug metabolism from PubChem BioAssay. (1) The drug is O=C(Cc1csc(Nc2nc(=S)[nH]c3ccccc23)n1)NCc1cccc(Cl)c1. The result is 0 (non-inhibitor). (2) The drug is COCC(=O)O[C@]1(CCN(C)CCCc2nc3ccccc3[nH]2)CCc2cc(F)ccc2[C@@H]1C(C)C. The result is 1 (inhibitor). (3) The molecule is OCCN[C@@H]1c2cc(Cl)ccc2-c2c(Cl)cc(Cl)cc21. The result is 0 (non-inhibitor). (4) The molecule is N#CCCn1c(=O)c(-c2ccc(Cl)cc2)nc2cnc(Oc3cccc(Cl)c3)nc21. The result is 0 (non-inhibitor). (5) The result is 0 (non-inhibitor). The drug is C=CCOc1cccc(/C=N/NC(=O)C(=O)NCc2ccco2)c1. (6) The compound is O=c1c(-c2ccccc2)nc2cnc(Oc3cccc(Cl)c3)nc2n1C1CC1. The result is 0 (non-inhibitor). (7) The molecule is CC(C)CC(=O)Nc1ccc2c(c1)oc1ccccc12. The result is 0 (non-inhibitor). (8) The drug is C=O.C[C@@H]1Cc2ccccc2N1NC(=O)c1ccc(Cl)c(S(N)=O)c1. The result is 0 (non-inhibitor). (9) The molecule is CCOc1cc(/C=C2/C(=N)N3C=CSC3=NC2=O)ccc1OCCCOc1ccccc1C. The result is 0 (non-inhibitor). (10) The molecule is Cn1ccnc1C[C@@](C)(O)c1ccccc1. The result is 0 (non-inhibitor).